From a dataset of Reaction yield outcomes from USPTO patents with 853,638 reactions. Predict the reaction yield, written as a fraction of the theoretical maximum amount of product (1.0 means a 100% yield; for example, 0.34 means a 34% yield). The reactants are [O:1]=[C:2]1[CH2:6][CH2:5][CH:4]([C:7]2[C:15]3[C:10](=[CH:11][CH:12]=[C:13]([C:16]#[N:17])[CH:14]=3)[NH:9][CH:8]=2)[CH2:3]1.[H-].[Na+].[CH3:20]S(C)=O. The catalyst is CI. The product is [CH3:20][N:9]1[C:10]2[C:15](=[CH:14][C:13]([C:16]#[N:17])=[CH:12][CH:11]=2)[C:7]([CH:4]2[CH2:5][CH2:6][C:2](=[O:1])[CH2:3]2)=[CH:8]1. The yield is 0.720.